Dataset: Catalyst prediction with 721,799 reactions and 888 catalyst types from USPTO. Task: Predict which catalyst facilitates the given reaction. (1) Reactant: [N+:1]([C:4]1[CH:9]=[CH:8][C:7]([C:10](=[NH:13])[NH:11][NH2:12])=[CH:6][CH:5]=1)([O-:3])=[O:2].[F:14][C:15]1([F:24])[C:19]([F:21])([F:20])[C:18](=O)[O:17][C:16]1=[O:23].C(#N)C. Product: [F:14][C:15]([F:24])([C:19]([F:21])([F:20])[C:18]1[N:13]=[C:10]([C:7]2[CH:6]=[CH:5][C:4]([N+:1]([O-:3])=[O:2])=[CH:9][CH:8]=2)[NH:11][N:12]=1)[C:16]([OH:23])=[O:17]. The catalyst class is: 4. (2) Reactant: S(Cl)(Cl)=O.C(OCCC(O)=O)C.C(OCCC(Cl)=O)C.[CH2:21]([O:23][CH2:24][CH2:25][C:26]([N:28]=[C:29]=[S:30])=[O:27])[CH3:22].[CH3:31][O:32][C:33]1[CH:34]=[C:35]2[C:40](=[CH:41][C:42]=1[O:43][CH3:44])[N:39]=[CH:38][CH:37]=[C:36]2[O:45][C:46]1[CH:52]=[CH:51][C:49]([NH2:50])=[CH:48][CH:47]=1. Product: [CH3:31][O:32][C:33]1[CH:34]=[C:35]2[C:40](=[CH:41][C:42]=1[O:43][CH3:44])[N:39]=[CH:38][CH:37]=[C:36]2[O:45][C:46]1[CH:47]=[CH:48][C:49]([NH:50][C:29]([NH:28][C:26](=[O:27])[CH2:25][CH2:24][O:23][CH2:21][CH3:22])=[S:30])=[CH:51][CH:52]=1. The catalyst class is: 548. (3) Reactant: C(NC(C)C)(C)C.[CH2:8]([Li])[CH2:9][CH2:10][CH3:11].[C:13]([O:22][CH3:23])(=[O:21])[CH:14]([CH2:16][C:17]([O:19][CH3:20])=[O:18])[OH:15].C(Br)C=CC. Product: [CH3:23][O:22][C:13](=[O:21])[C@@H:14]([OH:15])[C@@H:16]([CH2:8][CH:9]=[CH:10][CH3:11])[C:17]([O:19][CH3:20])=[O:18]. The catalyst class is: 1. (4) Reactant: [CH2:1]([O:8][CH2:9][O:10][CH2:11][CH2:12][C@H:13]([O:18][Si:19]([C:22]([CH3:25])([CH3:24])[CH3:23])([CH3:21])[CH3:20])[C:14]([O:16]C)=[O:15])[C:2]1[CH:7]=[CH:6][CH:5]=[CH:4][CH:3]=1.[OH-].[Na+]. Product: [CH2:1]([O:8][CH2:9][O:10][CH2:11][CH2:12][C@H:13]([O:18][Si:19]([C:22]([CH3:25])([CH3:24])[CH3:23])([CH3:21])[CH3:20])[C:14]([OH:16])=[O:15])[C:2]1[CH:3]=[CH:4][CH:5]=[CH:6][CH:7]=1. The catalyst class is: 10. (5) Reactant: [F:1][C:2]1[CH:3]=[C:4]([S:14]([NH:17][C:18]2[CH:19]=[C:20]([NH:24][C:25](=[O:37])[C:26]([NH:29]C(=O)OC(C)(C)C)([CH3:28])[CH3:27])[CH:21]=[CH:22][CH:23]=2)(=[O:16])=[O:15])[CH:5]=[CH:6][C:7]=1[C:8]1[O:9][C:10]([CH3:13])=[CH:11][CH:12]=1.[ClH:38]. Product: [ClH:38].[F:1][C:2]1[CH:3]=[C:4]([S:14]([NH:17][C:18]2[CH:19]=[C:20]([NH:24][C:25](=[O:37])[C:26]([CH3:27])([CH3:28])[NH2:29])[CH:21]=[CH:22][CH:23]=2)(=[O:16])=[O:15])[CH:5]=[CH:6][C:7]=1[C:8]1[O:9][C:10]([CH3:13])=[CH:11][CH:12]=1. The catalyst class is: 12. (6) Reactant: O=[C:2]1[CH2:7][CH2:6][N:5]([C:8]([O:10][C:11]([CH3:14])([CH3:13])[CH3:12])=[O:9])[CH2:4][CH2:3]1.C1(C)C=CC=CC=1.[C:22]([CH2:24][C:25]([O:27][CH2:28][CH3:29])=[O:26])#[N:23]. Product: [C:22]([C:24](=[C:2]1[CH2:7][CH2:6][N:5]([C:8]([O:10][C:11]([CH3:14])([CH3:13])[CH3:12])=[O:9])[CH2:4][CH2:3]1)[C:25]([O:27][CH2:28][CH3:29])=[O:26])#[N:23]. The catalyst class is: 15.